This data is from Catalyst prediction with 721,799 reactions and 888 catalyst types from USPTO. The task is: Predict which catalyst facilitates the given reaction. (1) Reactant: Cl[C:2]1[N:10]=[CH:9][N:8]=[C:7]2[C:3]=1[N:4]=[CH:5][N:6]2[CH:11]1[CH2:16][CH2:15][CH2:14][CH2:13][O:12]1.ClC1N=CN=C2C=1NC=N2.[OH:27][C:28]1[CH:33]=[CH:32][C:31]([NH2:34])=[CH:30][CH:29]=1.C(N(C(C)C)C(C)C)C. Product: [OH:27][C:28]1[CH:33]=[CH:32][C:31]([NH:34][C:2]2[N:10]=[CH:9][N:8]=[C:7]3[C:3]=2[N:4]=[CH:5][N:6]3[CH:11]2[CH2:16][CH2:15][CH2:14][CH2:13][O:12]2)=[CH:30][CH:29]=1. The catalyst class is: 51. (2) Reactant: [Cl:1][C:2]1[C:3]([N:8]2[CH2:13][CH:12]=[C:11]([C:14]([OH:16])=O)[CH2:10][CH2:9]2)=[N:4][CH:5]=[CH:6][CH:7]=1.S(Cl)([Cl:19])=O. Product: [Cl:1][C:2]1[C:3]([N:8]2[CH2:13][CH:12]=[C:11]([C:14]([Cl:19])=[O:16])[CH2:10][CH2:9]2)=[N:4][CH:5]=[CH:6][CH:7]=1. The catalyst class is: 48. (3) Reactant: C([O:3][C:4](=[O:37])[CH2:5][O:6][C:7]1[CH:12]=[CH:11][C:10]([S:13][C:14]2[CH:19]=[C:18]([C:20]#[C:21][CH2:22][N:23]3[CH2:28][CH2:27][O:26][CH2:25][CH2:24]3)[CH:17]=[C:16]([O:29][CH2:30][CH:31]([CH2:34][CH3:35])[CH2:32][CH3:33])[CH:15]=2)=[CH:9][C:8]=1[CH3:36])C.[OH-].[Na+].Cl. Product: [CH2:34]([CH:31]([CH2:32][CH3:33])[CH2:30][O:29][C:16]1[CH:15]=[C:14]([S:13][C:10]2[CH:11]=[CH:12][C:7]([O:6][CH2:5][C:4]([OH:37])=[O:3])=[C:8]([CH3:36])[CH:9]=2)[CH:19]=[C:18]([C:20]#[C:21][CH2:22][N:23]2[CH2:28][CH2:27][O:26][CH2:25][CH2:24]2)[CH:17]=1)[CH3:35]. The catalyst class is: 8. (4) Reactant: [CH:1]([N:4]1[C:8]([C:9](OC)=[O:10])=[CH:7][C:6]([O:13][CH2:14][C:15]2[CH:24]=[CH:23][C:22]3[C:17](=[CH:18][CH:19]=[CH:20][CH:21]=3)[N:16]=2)=[N:5]1)([CH3:3])[CH3:2].[H-].C([Al+]CC(C)C)C(C)C.C(O)C.[Cl-].[NH4+]. Product: [CH:1]([N:4]1[C:8]([CH2:9][OH:10])=[CH:7][C:6]([O:13][CH2:14][C:15]2[CH:24]=[CH:23][C:22]3[C:17](=[CH:18][CH:19]=[CH:20][CH:21]=3)[N:16]=2)=[N:5]1)([CH3:3])[CH3:2]. The catalyst class is: 207.